From a dataset of Forward reaction prediction with 1.9M reactions from USPTO patents (1976-2016). Predict the product of the given reaction. (1) Given the reactants O(P(OC1C=CC=CC=1)(O[C:11]1[C@H:17]([CH3:18])[C@@H:16]2[N:13]([C:14](=[O:22])[C@@H:15]2[C@H:19]([OH:21])[CH3:20])[C:12]=1[C:23]([O:25][CH2:26][C:27]1[CH:32]=[CH:31][C:30]([N+:33]([O-:35])=[O:34])=[CH:29][CH:28]=1)=[O:24])=O)C1C=CC=CC=1.C(N([CH:49]([CH3:51])[CH3:50])CC)(C)C.C([S:55][C@@H:56]1[CH2:60][N:59]([C:61]([O:63][C:64]([CH3:67])([CH3:66])[CH3:65])=[O:62])[C@H:58]([C:68]([OH:70])=O)[CH2:57]1)(=O)C.[C:71]([O:74]CC)(=O)[CH3:72].C(#[N:79])C, predict the reaction product. The product is: [CH:68]([C@:58]1([NH:79][CH2:72][C:71]2[O:74][CH:51]=[CH:49][CH:50]=2)[CH2:57][C@H:56]([S:55][C:11]2[C@H:17]([CH3:18])[C@H:16]3[N:13]([C:14](=[O:22])[C@@H:15]3[C@H:19]([OH:21])[CH3:20])[C:12]=2[C:23]([O:25][CH2:26][C:27]2[CH:32]=[CH:31][C:30]([N+:33]([O-:35])=[O:34])=[CH:29][CH:28]=2)=[O:24])[CH2:60][N:59]1[C:61]([O:63][C:64]([CH3:65])([CH3:66])[CH3:67])=[O:62])=[O:70]. (2) Given the reactants [OH:1][CH:2]1[C:27]2[C:19](=[CH:20][C:21]3[O:25][CH2:24][O:23][C:22]=3[CH:26]=2)[C:4]2([C:12]3[C:7](=[CH:8][CH:9]=[CH:10][CH:11]=3)[N:6]([CH2:13][CH2:14][CH2:15][CH2:16][CH3:17])[C:5]2=[O:18])[CH2:3]1.[H-].[Na+].I[CH3:31].O, predict the reaction product. The product is: [CH3:31][O:1][CH:2]1[C:27]2[C:19](=[CH:20][C:21]3[O:25][CH2:24][O:23][C:22]=3[CH:26]=2)[C:4]2([C:12]3[C:7](=[CH:8][CH:9]=[CH:10][CH:11]=3)[N:6]([CH2:13][CH2:14][CH2:15][CH2:16][CH3:17])[C:5]2=[O:18])[CH2:3]1. (3) Given the reactants Br[C:2]1[CH:3]=[C:4]([CH:8]2[CH2:17][C:16]([CH3:19])([CH3:18])[C:15]3[C:10](=[CH:11][CH:12]=[C:13]([C:20]([F:23])([F:22])[F:21])[CH:14]=3)[N:9]2[CH3:24])[CH:5]=[CH:6][CH:7]=1.[NH2:25][C:26]([CH3:31])([CH3:30])[C:27]([OH:29])=[O:28].C(=O)([O-])[O-].[K+].[K+], predict the reaction product. The product is: [CH3:30][C:26]([NH:25][C:2]1[CH:7]=[CH:6][CH:5]=[C:4]([CH:8]2[CH2:17][C:16]([CH3:19])([CH3:18])[C:15]3[C:10](=[CH:11][CH:12]=[C:13]([C:20]([F:23])([F:22])[F:21])[CH:14]=3)[N:9]2[CH3:24])[CH:3]=1)([CH3:31])[C:27]([OH:29])=[O:28]. (4) Given the reactants C(O)(=O)C(O)=O.[CH2:7]1[C:10]2([CH2:13][NH:12][CH2:11]2)[CH2:9][O:8]1.[CH2:7]1[C:10]2([CH2:13][NH:12][CH2:11]2)[CH2:9][O:8]1.Br[C:22]1[CH:27]=[CH:26][CH:25]=[C:24]([N+:28]([O-:30])=[O:29])[CH:23]=1.C([O-])([O-])=O.[Cs+].[Cs+].CC(C1C=C(C(C)C)C(C2C=CC=CC=2P(C2CCCCC2)C2CCCCC2)=C(C(C)C)C=1)C, predict the reaction product. The product is: [N+:28]([C:24]1[CH:23]=[C:22]([N:12]2[CH2:13][C:10]3([CH2:9][O:8][CH2:7]3)[CH2:11]2)[CH:27]=[CH:26][CH:25]=1)([O-:30])=[O:29]. (5) Given the reactants C(NC(C)C)(C)C.C([Li])CCC.[C:13]([O:17][C:18]([NH:20][C@@H:21]([CH2:26][C:27]1[CH:32]=[CH:31][CH:30]=[CH:29][CH:28]=1)[C:22]([O:24]C)=O)=[O:19])([CH3:16])([CH3:15])[CH3:14].[Br:33][CH2:34][Br:35].Cl, predict the reaction product. The product is: [CH2:26]([C@H:21]([NH:20][C:18](=[O:19])[O:17][C:13]([CH3:14])([CH3:15])[CH3:16])[C:22](=[O:24])[CH:34]([Br:35])[Br:33])[C:27]1[CH:32]=[CH:31][CH:30]=[CH:29][CH:28]=1. (6) Given the reactants [Cl:1][C:2]1[CH:13]=[CH:12][C:5]([C:6](N(OC)C)=[O:7])=[CH:4][C:3]=1[S:14]([CH3:17])(=[O:16])=[O:15].[CH3:18][Mg]Br, predict the reaction product. The product is: [Cl:1][C:2]1[CH:13]=[CH:12][C:5]([C:6](=[O:7])[CH3:18])=[CH:4][C:3]=1[S:14]([CH3:17])(=[O:16])=[O:15].